Dataset: Full USPTO retrosynthesis dataset with 1.9M reactions from patents (1976-2016). Task: Predict the reactants needed to synthesize the given product. (1) Given the product [F:17][C:18]([F:27])([F:28])[O:19][C:20]1[CH:25]=[CH:24][CH:23]=[CH:22][C:21]=1[O:26][CH2:2][C:3]1[CH:8]=[CH:7][C:6]([C:9]2[CH:13]=[C:12]([C:14]([NH2:16])=[O:15])[O:11][N:10]=2)=[CH:5][CH:4]=1, predict the reactants needed to synthesize it. The reactants are: Br[CH2:2][C:3]1[CH:8]=[CH:7][C:6]([C:9]2[CH:13]=[C:12]([C:14]([NH2:16])=[O:15])[O:11][N:10]=2)=[CH:5][CH:4]=1.[F:17][C:18]([F:28])([F:27])[O:19][C:20]1[CH:25]=[CH:24][CH:23]=[CH:22][C:21]=1[OH:26].C([O-])([O-])=O.[K+].[K+]. (2) Given the product [CH2:21]([O:20][C:18](=[O:19])[CH:17]([O:9][C:4]1[CH:5]=[CH:6][C:7]([CH3:8])=[C:2]([CH3:1])[CH:3]=1)[CH3:23])[CH3:22], predict the reactants needed to synthesize it. The reactants are: [CH3:1][C:2]1[CH:3]=[C:4]([OH:9])[CH:5]=[CH:6][C:7]=1[CH3:8].C([O-])([O-])=O.[Cs+].[Cs+].Br[CH:17]([CH3:23])[C:18]([O:20][CH2:21][CH3:22])=[O:19]. (3) Given the product [CH2:1]([C@@H:8]([C:9]([NH:31][C:28]1[S:29][CH:30]=[C:26]([C:24]2[O:25][C:21]([CH3:20])=[CH:22][CH:23]=2)[N:27]=1)=[O:11])[CH2:12][C:13]([OH:15])=[O:14])[C:2]1[CH:3]=[CH:4][CH:5]=[CH:6][CH:7]=1, predict the reactants needed to synthesize it. The reactants are: [CH2:1]([C@H:8]([CH2:12][C:13]([O:15]C(C)(C)C)=[O:14])[C:9]([OH:11])=O)[C:2]1[CH:7]=[CH:6][CH:5]=[CH:4][CH:3]=1.[CH3:20][C:21]1[O:25][C:24]([C:26]2[N:27]=[C:28]([NH2:31])[S:29][CH:30]=2)=[CH:23][CH:22]=1. (4) Given the product [NH2:20][CH:16]([C:13]1([OH:15])[CH2:12][N:11]([C:9]([C:4]2[CH:5]=[CH:6][C:7]([F:8])=[C:2]([F:1])[C:3]=2[NH:23][C:24]2[CH:29]=[CH:28][C:27]([I:30])=[CH:26][C:25]=2[F:31])=[O:10])[CH2:14]1)[CH:17]([CH3:18])[CH3:19], predict the reactants needed to synthesize it. The reactants are: [F:1][C:2]1[C:3]([NH:23][C:24]2[CH:29]=[CH:28][C:27]([I:30])=[CH:26][C:25]=2[F:31])=[C:4]([C:9]([N:11]2[CH2:14][C:13]([CH:16]([N+:20]([O-])=O)[CH:17]([CH3:19])[CH3:18])([OH:15])[CH2:12]2)=[O:10])[CH:5]=[CH:6][C:7]=1[F:8].C1COCC1.O.C([O-])=O.[NH4+]. (5) Given the product [CH2:1]([O:5][C:6]1[C@@:11]([CH2:16][CH:17]([CH2:19][OH:20])[OH:18])([C@H:12]([CH2:14][OH:15])[OH:13])[O:10][C:8](=[O:9])[C:7]=1[O:21][CH2:27][CH2:28][CH2:29][CH3:30])[CH2:2][CH2:3][CH3:4], predict the reactants needed to synthesize it. The reactants are: [CH2:1]([O:5][C:6]1[C@@:11]([CH2:16][CH:17]([CH2:19][OH:20])[OH:18])([C@H:12]([CH2:14][OH:15])[OH:13])[O:10][C:8](=[O:9])[C:7]=1[OH:21])[CH2:2][CH2:3][CH3:4].C(=O)([O-])O.[Na+].[CH2:27](Br)[C:28]1C=CC=[CH:30][CH:29]=1. (6) Given the product [C:3]1([S:9]([N:12]2[C:20]3[C:15](=[CH:16][C:17]([CH2:21][CH2:22][N+:23]([O-:25])=[O:24])=[CH:18][CH:19]=3)[C:14]3[CH:26]=[C:27]([Cl:30])[CH:28]=[N:29][C:13]2=3)(=[O:10])=[O:11])[CH:8]=[CH:7][CH:6]=[CH:5][CH:4]=1, predict the reactants needed to synthesize it. The reactants are: [BH4-].[Na+].[C:3]1([S:9]([N:12]2[C:20]3[C:15](=[CH:16][C:17]([CH:21]=[CH:22][N+:23]([O-:25])=[O:24])=[CH:18][CH:19]=3)[C:14]3[CH:26]=[C:27]([Cl:30])[CH:28]=[N:29][C:13]2=3)(=[O:11])=[O:10])[CH:8]=[CH:7][CH:6]=[CH:5][CH:4]=1.C(Cl)(Cl)Cl.